From a dataset of Forward reaction prediction with 1.9M reactions from USPTO patents (1976-2016). Predict the product of the given reaction. (1) Given the reactants [CH2:1]([NH:3][C:4]([C:6]1[S:7][C:8]([CH2:15][OH:16])=[CH:9][C:10]=1[Si:11]([CH3:14])([CH3:13])[CH3:12])=[O:5])[CH3:2].[Cr](Cl)([O-])(=O)=O.[NH+]1C=CC=CC=1, predict the reaction product. The product is: [CH2:1]([NH:3][C:4]([C:6]1[S:7][C:8]([CH:15]=[O:16])=[CH:9][C:10]=1[Si:11]([CH3:14])([CH3:13])[CH3:12])=[O:5])[CH3:2]. (2) Given the reactants [CH:1]([O:4][C:5]1[CH:6]=[C:7]([NH2:17])[CH:8]=[CH:9][C:10]=1[N:11]1[CH:15]=[C:14]([CH3:16])[N:13]=[CH:12]1)([CH3:3])[CH3:2].C([N:26]=[C:27]=[S:28])(=O)C1C=CC=CC=1, predict the reaction product. The product is: [CH:1]([O:4][C:5]1[CH:6]=[C:7]([NH:17][C:27]([NH2:26])=[S:28])[CH:8]=[CH:9][C:10]=1[N:11]1[CH:15]=[C:14]([CH3:16])[N:13]=[CH:12]1)([CH3:3])[CH3:2]. (3) The product is: [Br:1][C:2]1[CH:7]=[CH:6][C:5]([O:8][CH2:11][CH2:12][N:13]([CH2:16][CH3:17])[CH2:14][CH3:15])=[CH:4][CH:3]=1. Given the reactants [Br:1][C:2]1[CH:7]=[CH:6][C:5]([OH:8])=[CH:4][CH:3]=1.Cl.Cl[CH2:11][CH2:12][N:13]([CH2:16][CH3:17])[CH2:14][CH3:15].C([O-])([O-])=O.[Cs+].[Cs+].O, predict the reaction product. (4) Given the reactants [NH:1]1[CH:5]=[N:4][CH:3]=[N:2]1.[H-].[Na+].Cl[C:9]1[CH:30]=[CH:29][C:12]([C:13]([NH:15][C:16]2[CH:21]=[CH:20][C:19]([Cl:22])=[C:18]([C:23]3[CH:28]=[CH:27][CH:26]=[CH:25][N:24]=3)[CH:17]=2)=[O:14])=[C:11]([CH3:31])[N:10]=1, predict the reaction product. The product is: [Cl:22][C:19]1[CH:20]=[CH:21][C:16]([NH:15][C:13](=[O:14])[C:12]2[CH:29]=[CH:30][C:9]([N:1]3[CH:5]=[N:4][CH:3]=[N:2]3)=[N:10][C:11]=2[CH3:31])=[CH:17][C:18]=1[C:23]1[CH:28]=[CH:27][CH:26]=[CH:25][N:24]=1.